Dataset: Reaction yield outcomes from USPTO patents with 853,638 reactions. Task: Predict the reaction yield, written as a fraction of the theoretical maximum amount of product (1.0 means a 100% yield; for example, 0.34 means a 34% yield). (1) The reactants are [CH2:1]([O:3][C:4]1[CH:5]=[C:6]([N:10]2[CH:14]=[C:13]([CH:15]=[O:16])[C:12]([CH2:17][CH3:18])=[N:11]2)[CH:7]=[CH:8][CH:9]=1)[CH3:2].[CH:19]1([Mg]Br)[CH2:24][CH2:23][CH2:22][CH2:21][CH2:20]1. The catalyst is O1CCCC1. The product is [CH:19]1([CH:15]([C:13]2[C:12]([CH2:17][CH3:18])=[N:11][N:10]([C:6]3[CH:7]=[CH:8][CH:9]=[C:4]([O:3][CH2:1][CH3:2])[CH:5]=3)[CH:14]=2)[OH:16])[CH2:24][CH2:23][CH2:22][CH2:21][CH2:20]1. The yield is 0.960. (2) The reactants are C([O:3][C:4](=O)[CH2:5][N:6]1[CH2:11][CH2:10][CH:9]([C:12]([N:14]2[CH2:19][CH2:18][N:17]3[C:20](=[O:35])[O:21][C:22]([C:29]4[CH:34]=[CH:33][CH:32]=[CH:31][CH:30]=4)([C:23]4[CH:28]=[CH:27][CH:26]=[CH:25][CH:24]=4)[CH:16]3[CH2:15]2)=[O:13])[CH2:8][CH2:7]1)C.[H-].[Li+].[Al+3].[H-].[H-].[H-].C(OCC)(=O)C. The catalyst is O1CCCC1.O. The product is [OH:3][CH2:4][CH2:5][N:6]1[CH2:7][CH2:8][CH:9]([C:12]([N:14]2[CH2:19][CH2:18][N:17]3[C:20](=[O:35])[O:21][C:22]([C:29]4[CH:30]=[CH:31][CH:32]=[CH:33][CH:34]=4)([C:23]4[CH:24]=[CH:25][CH:26]=[CH:27][CH:28]=4)[CH:16]3[CH2:15]2)=[O:13])[CH2:10][CH2:11]1. The yield is 0.210. (3) The reactants are [CH:1]1([C:4]([NH:6][C:7]2[N:8]=[C:9]3[CH:14]=[CH:13][C:12]([O:15][C:16]4[CH:17]=[CH:18][C:19]([F:32])=[C:20]([NH:22][C:23]([C:25]5[N:29]([CH3:30])[N:28]=[C:27]([CH3:31])[CH:26]=5)=[O:24])[CH:21]=4)=[N:11][N:10]3[CH:33]=2)=[O:5])[CH2:3][CH2:2]1.[CH3:34][S:35]([OH:38])(=[O:37])=[O:36]. The catalyst is C(O)C. The product is [CH3:34][S:35]([OH:38])(=[O:37])=[O:36].[CH:1]1([C:4]([NH:6][C:7]2[N:8]=[C:9]3[CH:14]=[CH:13][C:12]([O:15][C:16]4[CH:17]=[CH:18][C:19]([F:32])=[C:20]([NH:22][C:23]([C:25]5[N:29]([CH3:30])[N:28]=[C:27]([CH3:31])[CH:26]=5)=[O:24])[CH:21]=4)=[N:11][N:10]3[CH:33]=2)=[O:5])[CH2:3][CH2:2]1. The yield is 0.260. (4) The reactants are [F:1][C:2]1[N:7]=[C:6]([C:8]2[C:16]3[C:11](=[CH:12][N:13]=[C:14]([C:17]4[CH:18]=[N:19][CH:20]=[CH:21][CH:22]=4)[CH:15]=3)[N:10](COCC[Si](C)(C)C)[N:9]=2)[CH:5]=[CH:4][C:3]=1[CH3:31].FC(F)(F)S(O)(=O)=O.C([SiH](CC)CC)C. The catalyst is FC(F)(F)C(O)=O.C(Cl)Cl. The product is [F:1][C:2]1[N:7]=[C:6]([C:8]2[C:16]3[C:11](=[CH:12][N:13]=[C:14]([C:17]4[CH:18]=[N:19][CH:20]=[CH:21][CH:22]=4)[CH:15]=3)[NH:10][N:9]=2)[CH:5]=[CH:4][C:3]=1[CH3:31]. The yield is 0.110. (5) The reactants are [Cl:1][C:2]1[CH:7]=[CH:6][CH:5]=[CH:4][C:3]=1I.[CH2:9]([OH:12])[CH:10]=[CH2:11].C([O-])(O)=O.[Na+].O. The catalyst is [N+](CCCC)(CCCC)(CCCC)CCCC.[Cl-].CN(C=O)C.CC([O-])=O.CC([O-])=O.[Pd+2]. The product is [Cl:1][C:2]1[CH:7]=[CH:6][CH:5]=[CH:4][C:3]=1[CH:11]=[CH:10][CH:9]=[O:12]. The yield is 0.740.